From a dataset of Catalyst prediction with 721,799 reactions and 888 catalyst types from USPTO. Predict which catalyst facilitates the given reaction. (1) Reactant: [CH:1]([C:4]1[CH:5]=[CH:6][C:7]([O:22][CH3:23])=[C:8]([C:10]2[C:11]([C:20]#[N:21])=[CH:12][C:13]([C:16]([F:19])([F:18])[F:17])=[CH:14][CH:15]=2)[CH:9]=1)([CH3:3])[CH3:2].[H-].[H-].[H-].[H-].[Li+].[Al+3]. Product: [CH:1]([C:4]1[CH:5]=[CH:6][C:7]([O:22][CH3:23])=[C:8]([C:10]2[CH:15]=[CH:14][C:13]([C:16]([F:17])([F:18])[F:19])=[CH:12][C:11]=2[CH2:20][NH2:21])[CH:9]=1)([CH3:3])[CH3:2]. The catalyst class is: 28. (2) Reactant: [Li+].CC([N-]C(C)C)C.Br[C:10]1[CH:18]=[C:17]2C(C[C:15]3(CCC(=O)CC3)[C:16]2=[O:19])=C[CH:11]=1.CON(C)C(C1[N:32]=[N:33]C=CC=1)=O. Product: [N:32]1[CH:11]=[CH:10][CH:18]=[C:17]([CH:16]([OH:19])[CH3:15])[N:33]=1. The catalyst class is: 1.